Task: Predict which catalyst facilitates the given reaction.. Dataset: Catalyst prediction with 721,799 reactions and 888 catalyst types from USPTO Reactant: CS(O[CH2:6][C:7]1[CH:11]=[C:10]([C:12]2[C:13]([C:42](=[O:46])[NH:43][CH2:44][CH3:45])=[N:14][O:15][C:16]=2[C:17]2[CH:22]=[C:21]([CH:23]([CH3:25])[CH3:24])[C:20]([O:26][CH2:27][C:28]3[CH:33]=[CH:32][CH:31]=[CH:30][CH:29]=3)=[CH:19][C:18]=2[O:34][CH2:35][C:36]2[CH:41]=[CH:40][CH:39]=[CH:38][CH:37]=2)[O:9][N:8]=1)(=O)=O.[K].[C:48]1(=[O:58])[NH:52][C:51](=[O:53])[C:50]2=[CH:54][CH:55]=[CH:56][CH:57]=[C:49]12. Product: [CH2:35]([O:34][C:18]1[CH:19]=[C:20]([O:26][CH2:27][C:28]2[CH:29]=[CH:30][CH:31]=[CH:32][CH:33]=2)[C:21]([CH:23]([CH3:24])[CH3:25])=[CH:22][C:17]=1[C:16]1[O:15][N:14]=[C:13]([C:42]([NH:43][CH2:44][CH3:45])=[O:46])[C:12]=1[C:10]1[O:9][N:8]=[C:7]([CH2:6][N:52]2[C:48](=[O:58])[C:49]3[C:50](=[CH:54][CH:55]=[CH:56][CH:57]=3)[C:51]2=[O:53])[CH:11]=1)[C:36]1[CH:41]=[CH:40][CH:39]=[CH:38][CH:37]=1. The catalyst class is: 23.